From a dataset of Full USPTO retrosynthesis dataset with 1.9M reactions from patents (1976-2016). Predict the reactants needed to synthesize the given product. (1) Given the product [F:18][C:19]1[CH:25]=[CH:24][C:22]([NH:23][C:13](=[O:15])[CH:12]=[N:9][OH:10])=[CH:21][C:20]=1[O:26][CH3:27], predict the reactants needed to synthesize it. The reactants are: S([O-])([O-])(=O)=O.[Na+].[Na+].[Cl-].[NH2:9][OH:10].Cl[C:12](Cl)(Cl)[CH:13]([OH:15])O.[F:18][C:19]1[CH:25]=[CH:24][C:22]([NH2:23])=[CH:21][C:20]=1[O:26][CH3:27]. (2) Given the product [F:42][C:10]1[C:11]([CH2:12][C:13]2[C:21]3[C:16](=[N:17][CH:18]=[C:19]([C:22]4[CH:23]=[N:24][CH:25]=[CH:26][CH:27]=4)[CH:20]=3)[N:15]([Si:28]([CH:32]([CH3:34])[CH3:33])([CH:35]([CH3:36])[CH3:37])[CH:29]([CH3:30])[CH3:31])[CH:14]=2)=[C:38]([F:41])[CH:39]=[CH:40][C:9]=1[OH:8], predict the reactants needed to synthesize it. The reactants are: C([O:8][C:9]1[C:10]([F:42])=[C:11]([C:38]([F:41])=[CH:39][CH:40]=1)[CH2:12][C:13]1[C:21]2[C:16](=[N:17][CH:18]=[C:19]([C:22]3[CH:23]=[N:24][CH:25]=[CH:26][CH:27]=3)[CH:20]=2)[N:15]([Si:28]([CH:35]([CH3:37])[CH3:36])([CH:32]([CH3:34])[CH3:33])[CH:29]([CH3:31])[CH3:30])[CH:14]=1)C1C=CC=CC=1. (3) Given the product [CH2:1]([O:3][C:4](=[O:18])[C:5]([CH3:6])([O:7][C:8]1[CH:13]=[CH:12][C:11]([C:14]([F:16])([F:15])[F:17])=[CH:10][CH:9]=1)[CH:30]([C:29]1[CH:32]=[CH:33][CH:34]=[C:27]([O:26][CH2:19][C:20]2[CH:21]=[CH:22][CH:23]=[CH:24][CH:25]=2)[CH:28]=1)[OH:31])[CH3:2], predict the reactants needed to synthesize it. The reactants are: [CH2:1]([O:3][C:4](=[O:18])[CH:5]([O:7][C:8]1[CH:13]=[CH:12][C:11]([C:14]([F:17])([F:16])[F:15])=[CH:10][CH:9]=1)[CH3:6])[CH3:2].[CH2:19]([O:26][C:27]1[CH:28]=[C:29]([CH:32]=[CH:33][CH:34]=1)[CH:30]=[O:31])[C:20]1[CH:25]=[CH:24][CH:23]=[CH:22][CH:21]=1.C(O)(=O)C. (4) Given the product [CH:79]1([C:77]2[CH:76]=[CH:75][N:74]=[C:73]([C:13]3[C:12]4[C:16](=[CH:17][CH:18]=[C:10]([C:7]5[O:6][C:5]([CH2:1][CH:2]([CH3:3])[CH3:4])=[N:9][N:8]=5)[CH:11]=4)[N:15]([S:19]([C:22]4[CH:28]=[CH:27][C:25]([CH3:26])=[CH:24][CH:23]=4)(=[O:21])=[O:20])[CH:14]=3)[N:78]=2)[CH2:81][CH2:80]1, predict the reactants needed to synthesize it. The reactants are: [CH2:1]([C:5]1[O:6][C:7]([C:10]2[CH:11]=[C:12]3[C:16](=[CH:17][CH:18]=2)[N:15]([S:19]([C:22]2[CH:28]=[CH:27][C:25]([CH3:26])=[CH:24][CH:23]=2)(=[O:21])=[O:20])[CH:14]=[C:13]3B2OC(C)(C)C(C)(C)O2)=[N:8][N:9]=1)[CH:2]([CH3:4])[CH3:3].C1(P(C2CCCCC2)C2C=CC=CC=2C2C(C(C)C)=CC(C(C)C)=CC=2C(C)C)CCCCC1.Br[C:73]1[N:78]=[C:77]([CH:79]2[CH2:81][CH2:80]2)[CH:76]=[CH:75][N:74]=1.P([O-])([O-])([O-])=O.[K+].[K+].[K+]. (5) Given the product [Cl:7][CH2:8][C:9]1[N:6]=[C:4]([CH:1]2[CH2:3][CH2:2]2)[O:5][CH:10]=1, predict the reactants needed to synthesize it. The reactants are: [CH:1]1([C:4]([NH2:6])=[O:5])[CH2:3][CH2:2]1.[Cl:7][CH2:8][C:9](=O)[CH2:10]Cl.